From a dataset of Forward reaction prediction with 1.9M reactions from USPTO patents (1976-2016). Predict the product of the given reaction. Given the reactants [NH2:1][C:2]1[CH:7]=[CH:6][CH:5]=[CH:4][C:3]=1[CH2:8][CH2:9][OH:10].[Cl:11][C:12]1[CH:13]=[C:14]([N:19]=[C:20]=[O:21])[CH:15]=[CH:16][C:17]=1[Cl:18], predict the reaction product. The product is: [Cl:11][C:12]1[CH:13]=[C:14]([NH:19][C:20]([NH:1][C:2]2[CH:7]=[CH:6][CH:5]=[CH:4][C:3]=2[CH2:8][CH2:9][OH:10])=[O:21])[CH:15]=[CH:16][C:17]=1[Cl:18].